This data is from Forward reaction prediction with 1.9M reactions from USPTO patents (1976-2016). The task is: Predict the product of the given reaction. (1) Given the reactants FC(F)(F)C(O)=O.C([SiH](CC)CC)C.[CH3:15][O:16][C:17]([C:19]1[CH:20]=[C:21]2[C:25](=[CH:26][CH:27]=1)[NH:24][C:23]([S:28][CH3:29])=[CH:22]2)=[O:18].[Cl:30][C:31]1[CH:38]=[C:37]([Cl:39])[CH:36]=[CH:35][C:32]=1[CH:33]=O, predict the reaction product. The product is: [Cl:30][C:31]1[CH:38]=[C:37]([Cl:39])[CH:36]=[CH:35][C:32]=1[CH2:33][C:22]1[C:21]2[C:25](=[CH:26][CH:27]=[C:19]([C:17]([O:16][CH3:15])=[O:18])[CH:20]=2)[NH:24][C:23]=1[S:28][CH3:29]. (2) Given the reactants C([O:4][CH2:5][C:6]1[C:11]([C:12]2[CH:17]=[CH:16][N:15]=[C:14]([NH2:18])[C:13]=2[NH2:19])=[CH:10][CH:9]=[CH:8][C:7]=1[N:20]1[C:26](=[O:27])[C:25]2[C:28]([F:35])=[CH:29][C:30]([CH:32]3[CH2:34][CH2:33]3)=[CH:31][C:24]=2[O:23][CH2:22][CH2:21]1)(=O)C.[CH3:36][N:37]1[CH:41]=[C:40]([CH:42]=O)[CH:39]=[N:38]1, predict the reaction product. The product is: [CH:32]1([C:30]2[CH:29]=[C:28]([F:35])[C:25]3[C:26](=[O:27])[N:20]([C:7]4[CH:8]=[CH:9][CH:10]=[C:11]([C:12]5[CH:17]=[CH:16][N:15]=[C:14]6[N:18]=[C:42]([C:40]7[CH:39]=[N:38][N:37]([CH3:36])[CH:41]=7)[NH:19][C:13]=56)[C:6]=4[CH2:5][OH:4])[CH2:21][CH2:22][O:23][C:24]=3[CH:31]=2)[CH2:33][CH2:34]1. (3) Given the reactants [Cl:1][C:2]1[CH:9]=[CH:8][C:5]([C:6]#[N:7])=[CH:4][C:3]=1[O:10][CH3:11], predict the reaction product. The product is: [Cl:1][C:2]1[CH:9]=[CH:8][C:5]([CH2:6][NH2:7])=[CH:4][C:3]=1[O:10][CH3:11]. (4) Given the reactants Cl[C:2]1[CH:3]=[CH:4][C:5]2[C:14]3[C:9](=[C:10]([CH3:15])[N:11]=[CH:12][CH:13]=3)[C:8](=[O:16])[N:7]([CH3:17])[C:6]=2[CH:18]=1.[F:19][C:20]([F:34])([F:33])[CH2:21][CH:22]([NH:25][C:26](=[O:32])[O:27][C:28]([CH3:31])([CH3:30])[CH3:29])[CH2:23][OH:24], predict the reaction product. The product is: [CH3:15][C:10]1[N:11]=[CH:12][CH:13]=[C:14]2[C:9]=1[C:8](=[O:16])[N:7]([CH3:17])[C:6]1[CH:18]=[C:2]([O:24][CH2:23][CH:22]([NH:25][C:26](=[O:32])[O:27][C:28]([CH3:30])([CH3:29])[CH3:31])[CH2:21][C:20]([F:34])([F:33])[F:19])[CH:3]=[CH:4][C:5]2=1. (5) Given the reactants [Cl:1][C:2]1[C:7]2[N:8]=[CH:9][N:10]([CH3:11])[C:6]=2[C:5]([C:12]([N:14]2[CH2:19][CH2:18][O:17][CH2:16][CH2:15]2)=[O:13])=[CH:4][N:3]=1.CS(O)(=O)=O.[F:25][C:26]([F:36])([F:35])[O:27][C:28]1[CH:29]=[C:30]([CH:32]=[CH:33][CH:34]=1)[NH2:31], predict the reaction product. The product is: [ClH:1].[CH3:11][N:10]1[C:6]2[C:5]([C:12]([N:14]3[CH2:19][CH2:18][O:17][CH2:16][CH2:15]3)=[O:13])=[CH:4][N:3]=[C:2]([NH:31][C:30]3[CH:32]=[CH:33][CH:34]=[C:28]([O:27][C:26]([F:25])([F:35])[F:36])[CH:29]=3)[C:7]=2[N:8]=[CH:9]1. (6) Given the reactants [Cl-].O[NH3+:3].[C:4](=[O:7])([O-])[OH:5].[Na+].CS(C)=O.[CH2:13]([C:15]1[S:46][C:18]2[N:19]([CH2:31][C:32]3[CH:37]=[CH:36][C:35]([C:38]4[C:39]([C:44]#[N:45])=[CH:40][CH:41]=[CH:42][CH:43]=4)=[CH:34][CH:33]=3)[C:20](=[O:30])[N:21]([CH2:24][C:25]3([CH3:29])[CH2:28][O:27][CH2:26]3)[C:22](=[O:23])[C:17]=2[CH:16]=1)[CH3:14], predict the reaction product. The product is: [CH2:13]([C:15]1[S:46][C:18]2[N:19]([CH2:31][C:32]3[CH:37]=[CH:36][C:35]([C:38]4[CH:43]=[CH:42][CH:41]=[CH:40][C:39]=4[C:44]4[NH:3][C:4](=[O:7])[O:5][N:45]=4)=[CH:34][CH:33]=3)[C:20](=[O:30])[N:21]([CH2:24][C:25]3([CH3:29])[CH2:26][O:27][CH2:28]3)[C:22](=[O:23])[C:17]=2[CH:16]=1)[CH3:14]. (7) Given the reactants [CH2:1]([C:7]1[CH:12]=[CH:11][C:10]([O:13][CH3:14])=[CH:9][CH:8]=1)[CH2:2][CH2:3][CH2:4][C:5]#[CH:6].[N-:15]=[N+:16]=[N-:17].[Na+].[Cl-].[NH4+].C[N:22](C=O)C, predict the reaction product. The product is: [CH3:14][O:13][C:10]1[CH:11]=[CH:12][C:7]([CH2:1][CH2:2][CH2:3][CH2:4][C:5]2[N:15]=[N:16][NH:17][N:22]=2)=[CH:8][CH:9]=1.[CH3:14][O:13][C:10]1[CH:9]=[CH:8][C:7]([CH2:1][CH2:2][CH2:3][CH2:4][C:5]2[N:15]=[N:16][NH:17][CH:6]=2)=[CH:12][CH:11]=1. (8) The product is: [C:3]([O:7][C:8]([N:10]1[CH2:15][CH2:14][CH:13]([CH:16]=[CH:17][C:18]2[O:19][C:20]3[CH:25]=[CH:24][N:23]=[CH:22][C:21]=3[N:26]=2)[CH2:12][CH2:11]1)=[O:9])([CH3:6])([CH3:4])[CH3:5]. Given the reactants [Na+].[I-].[C:3]([O:7][C:8]([N:10]1[CH2:15][CH2:14][CH:13]([CH2:16][CH:17](Cl)[C:18]2[O:19][C:20]3[CH:25]=[CH:24][N:23]=[CH:22][C:21]=3[N:26]=2)[CH2:12][CH2:11]1)=[O:9])([CH3:6])([CH3:5])[CH3:4], predict the reaction product.